This data is from Full USPTO retrosynthesis dataset with 1.9M reactions from patents (1976-2016). The task is: Predict the reactants needed to synthesize the given product. (1) Given the product [Br:1][C:2]1[C:12]2[O:11][CH2:10][CH2:9][N:8]([C:26]([O:28][C:29]([CH3:32])([CH3:31])[CH3:30])=[O:27])[CH:7]([CH2:13][C:14]([O:16][CH2:17][CH3:18])=[O:15])[C:6]=2[CH:5]=[CH:4][CH:3]=1, predict the reactants needed to synthesize it. The reactants are: [Br:1][C:2]1[C:12]2[O:11][CH2:10][CH2:9][NH:8][CH:7]([CH2:13][C:14]([O:16][CH2:17][CH3:18])=[O:15])[C:6]=2[CH:5]=[CH:4][CH:3]=1.C(N(CC)CC)C.[C:26](O[C:26]([O:28][C:29]([CH3:32])([CH3:31])[CH3:30])=[O:27])([O:28][C:29]([CH3:32])([CH3:31])[CH3:30])=[O:27]. (2) Given the product [Br:1][C:2]1[N:7]=[CH:6][C:5]([CH2:8][C:9]2[CH:19]=[CH:18][C:12]3[CH2:13][CH2:14][N:15]([CH:20]4[CH2:23][CH2:22][CH2:21]4)[CH2:16][CH2:17][C:11]=3[CH:10]=2)=[CH:4][CH:3]=1, predict the reactants needed to synthesize it. The reactants are: [Br:1][C:2]1[N:7]=[CH:6][C:5]([CH2:8][C:9]2[CH:19]=[CH:18][C:12]3[CH2:13][CH2:14][NH:15][CH2:16][CH2:17][C:11]=3[CH:10]=2)=[CH:4][CH:3]=1.[C:20]1(=O)[CH2:23][CH2:22][CH2:21]1.C(O[BH-](OC(=O)C)OC(=O)C)(=O)C.[Na+]. (3) Given the product [Br:43][C:40]1[CH:39]=[CH:38][C:37]([Si:24]([C:31]2[CH:32]=[CH:33][C:34]([C:4]3[C:5]4[S:6][C:7]5[CH:13]=[CH:12][CH:11]=[CH:10][C:8]=5[C:9]=4[CH:1]=[CH:2][CH:3]=3)=[CH:35][CH:36]=2)([C:21]2[CH:22]=[CH:23][CH:18]=[CH:19][CH:20]=2)[C:25]2[CH:30]=[CH:29][CH:28]=[CH:27][CH:26]=2)=[CH:42][CH:41]=1, predict the reactants needed to synthesize it. The reactants are: [CH:1]1[C:9]2[C:8]3[CH:10]=[CH:11][CH:12]=[CH:13][C:7]=3[S:6][C:5]=2[C:4](B(O)O)=[CH:3][CH:2]=1.Br[C:18]1[CH:23]=[CH:22][C:21]([Si:24]([C:37]2[CH:42]=[CH:41][C:40]([Br:43])=[CH:39][CH:38]=2)([C:31]2[CH:36]=[CH:35][CH:34]=[CH:33][CH:32]=2)[C:25]2[CH:30]=[CH:29][CH:28]=[CH:27][CH:26]=2)=[CH:20][CH:19]=1.C([O-])([O-])=O.[K+].[K+].